Predict which catalyst facilitates the given reaction. From a dataset of Catalyst prediction with 721,799 reactions and 888 catalyst types from USPTO. (1) Reactant: [C:1]1([CH2:7][N:8]2[CH2:13][CH2:12][CH:11]([CH2:14][NH2:15])[CH2:10][CH2:9]2)[CH:6]=[CH:5][CH:4]=[CH:3][CH:2]=1.[C:16](#[N:19])[CH:17]=[CH2:18]. Product: [C:1]1([CH2:7][N:8]2[CH2:13][CH2:12][CH:11]([CH2:14][NH:15][CH2:18][CH2:17][C:16]#[N:19])[CH2:10][CH2:9]2)[CH:2]=[CH:3][CH:4]=[CH:5][CH:6]=1. The catalyst class is: 8. (2) Reactant: [C:1]([O:4][C:5](=[O:7])[CH3:6])(=O)[CH3:2].N1C=CC=CC=1.[Cl:14][C:15]1[C:20]([F:21])=[CH:19][CH:18]=[C:17]([Cl:22])[C:16]=1C(O)C. Product: [C:5]([O:4][CH:1]([C:16]1[C:17]([Cl:22])=[CH:18][CH:19]=[C:20]([F:21])[C:15]=1[Cl:14])[CH3:2])(=[O:7])[CH3:6]. The catalyst class is: 2. (3) Reactant: [CH2:1]([N:3]=[C:4]=[O:5])[CH3:2].[NH2:6][C:7]1[CH:17]=[C:16]([NH:18][C:19]2[CH:20]=[C:21]([CH3:25])[CH:22]=[CH:23][CH:24]=2)[C:10]([C:11]([O:13][CH2:14][CH3:15])=[O:12])=[CH:9][N:8]=1. Product: [CH2:1]([NH:3][C:4](=[O:5])[NH:6][C:7]1[CH:17]=[C:16]([NH:18][C:19]2[CH:20]=[C:21]([CH3:25])[CH:22]=[CH:23][CH:24]=2)[C:10]([C:11]([O:13][CH2:14][CH3:15])=[O:12])=[CH:9][N:8]=1)[CH3:2]. The catalyst class is: 225. (4) Reactant: [Cl:1][C:2]1[CH:7]=[CH:6][C:5]([CH2:8][OH:9])=[C:4]([F:10])[CH:3]=1.N1C=CN=C1.[C:16]([Si:20](Cl)([CH3:22])[CH3:21])([CH3:19])([CH3:18])[CH3:17]. Product: [Cl:1][C:2]1[CH:7]=[CH:6][C:5]([CH2:8][O:9][Si:20]([C:16]([CH3:19])([CH3:18])[CH3:17])([CH3:22])[CH3:21])=[C:4]([F:10])[CH:3]=1. The catalyst class is: 1.